From a dataset of Catalyst prediction with 721,799 reactions and 888 catalyst types from USPTO. Predict which catalyst facilitates the given reaction. (1) Reactant: [C:1]([O:10]C)(=O)[C:2]1[C:3](=[CH:5][CH:6]=[CH:7][CH:8]=1)[SH:4].[CH2:12]([NH:18][C:19]1[CH:20]=[C:21]([CH:24]=[CH:25][N:26]=1)[C:22]#[N:23])[CH2:13][CH2:14][CH2:15][CH2:16][CH3:17].C(N(CC)CC)C. Product: [CH2:12]([NH:18][C:19]1[CH:20]=[C:21]([C:22]2[S:4][C:3]3[CH:5]=[CH:6][CH:7]=[CH:8][C:2]=3[C:1](=[O:10])[N:23]=2)[CH:24]=[CH:25][N:26]=1)[CH2:13][CH2:14][CH2:15][CH2:16][CH3:17]. The catalyst class is: 11. (2) Reactant: [C:1]([O:5][C:6]([C:8]1[O:9][C:10]2[CH:17]=[CH:16][C:15]([I:18])=[C:14]([OH:19])[C:11]=2[C:12]=1[CH3:13])=[O:7])([CH3:4])([CH3:3])[CH3:2].IC.[C:22]([O-])([O-])=O.[K+].[K+]. Product: [C:1]([O:5][C:6]([C:8]1[O:9][C:10]2[CH:17]=[CH:16][C:15]([I:18])=[C:14]([O:19][CH3:22])[C:11]=2[C:12]=1[CH3:13])=[O:7])([CH3:4])([CH3:2])[CH3:3]. The catalyst class is: 3. (3) Reactant: C(OC(=O)[NH:7][C@@:8]([CH2:41][CH3:42])([CH2:36][O:37]COC)[CH2:9][CH2:10][C:11]1[CH:16]=[CH:15][C:14]([O:17][CH2:18][CH2:19][CH2:20][C:21]2[CH:26]=[CH:25][C:24]([O:27][C:28]([F:31])([F:30])[F:29])=[CH:23][CH:22]=2)=[C:13]([C:32]([F:35])([F:34])[F:33])[CH:12]=1)(C)(C)C.[ClH:44]. Product: [ClH:44].[NH2:7][C@:8]([CH2:41][CH3:42])([CH2:9][CH2:10][C:11]1[CH:16]=[CH:15][C:14]([O:17][CH2:18][CH2:19][CH2:20][C:21]2[CH:26]=[CH:25][C:24]([O:27][C:28]([F:29])([F:30])[F:31])=[CH:23][CH:22]=2)=[C:13]([C:32]([F:33])([F:34])[F:35])[CH:12]=1)[CH2:36][OH:37]. The catalyst class is: 8. (4) Reactant: F[C:2]1[CH:8]=[C:7]([F:9])[C:6]([N+:10]([O-:12])=[O:11])=[CH:5][C:3]=1[NH2:4].C(=O)([O-])[O-].[K+].[K+].[SH:19][CH2:20][CH2:21][OH:22]. Product: [NH2:4][C:3]1[CH:5]=[C:6]([N+:10]([O-:12])=[O:11])[C:7]([F:9])=[CH:8][C:2]=1[S:19][CH2:20][CH2:21][OH:22]. The catalyst class is: 39. (5) Reactant: [CH3:1][C:2]1[N:7]=[C:6]2[S:8][C:9]3[CH2:13][CH2:12][CH2:11][C:10]=3[C:5]2=[C:4]([C:14]2[CH:19]=[CH:18][CH:17]=[CH:16][CH:15]=2)[C:3]=1[CH:20]([CH2:25][CH2:26][CH3:27])[C:21]([O:23]C)=[O:22].[O-2].[Li+].[Li+].Cl. Product: [CH3:1][C:2]1[N:7]=[C:6]2[S:8][C:9]3[CH2:13][CH2:12][CH2:11][C:10]=3[C:5]2=[C:4]([C:14]2[CH:15]=[CH:16][CH:17]=[CH:18][CH:19]=2)[C:3]=1[CH:20]([CH2:25][CH2:26][CH3:27])[C:21]([OH:23])=[O:22]. The catalyst class is: 38. (6) Reactant: [N+:1]([C:4]1[CH:5]=[N:6][C:7]([O:10][C:11]2[CH:16]=[CH:15][CH:14]=[CH:13][CH:12]=2)=[CH:8][CH:9]=1)([O-])=O.C(OCC)(=O)C. Product: [NH2:1][C:4]1[CH:5]=[N:6][C:7]([O:10][C:11]2[CH:16]=[CH:15][CH:14]=[CH:13][CH:12]=2)=[CH:8][CH:9]=1. The catalyst class is: 63. (7) Product: [CH:1]1([C:4]2[S:30][C:7]3[N:8]([CH2:14][C:15]4[CH:20]=[CH:19][C:18]([C:21]5[C:22]([C:27]#[N:28])=[CH:23][CH:24]=[CH:25][CH:26]=5)=[CH:17][C:16]=4[F:29])[C:9](=[O:13])[N:10]([CH2:32][C:33]([C:35]4[CH:40]=[CH:39][C:38]([O:41][CH3:42])=[CH:37][CH:36]=4)=[O:34])[C:11](=[O:12])[C:6]=3[CH:5]=2)[CH2:3][CH2:2]1. The catalyst class is: 13. Reactant: [CH:1]1([C:4]2[S:30][C:7]3[N:8]([CH2:14][C:15]4[CH:20]=[CH:19][C:18]([C:21]5[C:22]([C:27]#[N:28])=[CH:23][CH:24]=[CH:25][CH:26]=5)=[CH:17][C:16]=4[F:29])[C:9](=[O:13])[NH:10][C:11](=[O:12])[C:6]=3[CH:5]=2)[CH2:3][CH2:2]1.Br[CH2:32][C:33]([C:35]1[CH:40]=[CH:39][C:38]([O:41][CH3:42])=[CH:37][CH:36]=1)=[O:34].CN(C)C=O.[H-].[Na+]. (8) Reactant: [F:1][C:2]1[CH:3]=[C:4]([CH:9]=[C:10]([N+:12]([O-])=O)[CH:11]=1)[C:5]([NH:7][CH3:8])=[O:6]. Product: [NH2:12][C:10]1[CH:9]=[C:4]([CH:3]=[C:2]([F:1])[CH:11]=1)[C:5]([NH:7][CH3:8])=[O:6]. The catalyst class is: 256.